From a dataset of Full USPTO retrosynthesis dataset with 1.9M reactions from patents (1976-2016). Predict the reactants needed to synthesize the given product. (1) Given the product [F:1][C:2]1[C:14]([NH:15][CH2:16][C:17]2[CH:22]=[C:21]([C:23]3[CH:28]=[CH:27][CH:26]=[C:25]([F:29])[CH:24]=3)[CH:20]=[CH:19][C:18]=2[CH3:30])=[C:13]([F:31])[CH:12]=[CH:11][C:3]=1[O:4][CH2:5][C:6]([OH:8])=[O:7], predict the reactants needed to synthesize it. The reactants are: [F:1][C:2]1[C:14]([NH:15][CH2:16][C:17]2[CH:22]=[C:21]([C:23]3[CH:28]=[CH:27][CH:26]=[C:25]([F:29])[CH:24]=3)[CH:20]=[CH:19][C:18]=2[CH3:30])=[C:13]([F:31])[CH:12]=[CH:11][C:3]=1[O:4][CH2:5][C:6]([O:8]CC)=[O:7].[OH-].[Na+]. (2) Given the product [I:1][C:2]1[N:3]([CH2:12][CH2:13][N:14]2[CH2:18][CH2:17][CH2:16][CH2:15]2)[C:4]([I:8])=[C:5]([I:7])[N:6]=1, predict the reactants needed to synthesize it. The reactants are: [I:1][C:2]1[NH:3][C:4]([I:8])=[C:5]([I:7])[N:6]=1.[H-].[Na+].I[CH2:12][CH2:13][N:14]1[CH2:18][CH2:17][CH2:16][CH2:15]1.I. (3) The reactants are: [Cl:1][C:2]1[CH:7]=[CH:6][C:5]([C:8]2[NH:12][C:11]3[CH:13]=[C:14]([F:18])[C:15]([F:17])=[CH:16][C:10]=3[N:9]=2)=[CH:4][CH:3]=1.CN(C)C=O.[CH2:24]([O:26][C:27](=[O:36])[CH:28](Br)[CH:29]1[CH2:34][CH2:33][CH2:32][CH2:31][CH2:30]1)[CH3:25].C(=O)([O-])[O-].[Cs+].[Cs+]. Given the product [CH2:24]([O:26][C:27](=[O:36])[CH:28]([N:12]1[C:11]2[CH:13]=[C:14]([F:18])[C:15]([F:17])=[CH:16][C:10]=2[N:9]=[C:8]1[C:5]1[CH:4]=[CH:3][C:2]([Cl:1])=[CH:7][CH:6]=1)[CH:29]1[CH2:34][CH2:33][CH2:32][CH2:31][CH2:30]1)[CH3:25], predict the reactants needed to synthesize it. (4) Given the product [CH2:7]([O:6][P:4]([CH:9]([P:45]([O:47][CH2:48][CH3:49])([O:50][CH2:51][CH3:52])=[O:46])[CH2:10][C:11]([N:13]1[CH2:18][CH2:17][CH2:16][C@H:15]2[CH2:19][N:20]([C:22]3[C:31]([O:32][CH3:33])=[C:30]4[C:25]([C:26](=[O:43])[C:27]([C:37]([OH:39])=[O:38])=[CH:28][N:29]4[CH:34]4[CH2:35][CH2:36]4)=[CH:24][C:23]=3[F:44])[CH2:21][C@@H:14]12)=[O:12])([O:3][CH2:1][CH3:2])=[O:5])[CH3:8], predict the reactants needed to synthesize it. The reactants are: [CH2:1]([O:3][P:4]([CH:9]([P:45]([O:50][CH2:51][CH3:52])([O:47][CH2:48][CH3:49])=[O:46])[CH2:10][C:11]([N:13]1[CH2:18][CH2:17][CH2:16][C@H:15]2[CH2:19][N:20]([C:22]3[C:31]([O:32][CH3:33])=[C:30]4[C:25]([C:26](=[O:43])[C:27]([C:37]([O:39]CC=C)=[O:38])=[CH:28][N:29]4[CH:34]4[CH2:36][CH2:35]4)=[CH:24][C:23]=3[F:44])[CH2:21][C@@H:14]12)=[O:12])([O:6][CH2:7][CH3:8])=[O:5])[CH3:2].O.C1(C)C(S([O-])=O)=CC=CC=1.[Na+]. (5) Given the product [Br:1][C:2]1[CH:7]=[CH:6][C:5]([C:19]([OH:17])=[O:16])=[C:4]([C:9]([F:12])([F:11])[F:10])[CH:3]=1, predict the reactants needed to synthesize it. The reactants are: [Br:1][C:2]1[CH:7]=[CH:6][C:5](F)=[C:4]([C:9]([F:12])([F:11])[F:10])[CH:3]=1.[C-]#N.[K+].[OH2:16].[OH-:17].[Na+].[CH3:19]S(C)=O.